This data is from Forward reaction prediction with 1.9M reactions from USPTO patents (1976-2016). The task is: Predict the product of the given reaction. (1) The product is: [C:15]([O:14][C:12]([NH:2][CH:3]([CH:7]1[CH2:11][CH2:10][O:9][CH2:8]1)[C:4]([OH:6])=[O:5])=[O:13])([CH3:18])([CH3:17])[CH3:16]. Given the reactants Cl.[NH2:2][CH:3]([CH:7]1[CH2:11][CH2:10][O:9][CH2:8]1)[C:4]([OH:6])=[O:5].[C:12](O[C:12]([O:14][C:15]([CH3:18])([CH3:17])[CH3:16])=[O:13])([O:14][C:15]([CH3:18])([CH3:17])[CH3:16])=[O:13].[OH-].[Na+].Cl, predict the reaction product. (2) Given the reactants [CH2:1]([O:3][C:4]([C:6]1[C:7]([N:25]2[CH2:30][CH2:29][O:28][CH2:27][CH2:26]2)=[C:8]2[CH:21]=[N:20][N:19]([CH:22]([CH3:24])[CH3:23])[C:9]2=[N:10][C:11]=1[C:12]1[CH:17]=[CH:16][CH:15]=[C:14]([OH:18])[CH:13]=1)=[O:5])[CH3:2].Cl[CH2:32][CH:33]1[CH2:35][O:34]1.C([O-])([O-])=O.[K+].[K+], predict the reaction product. The product is: [CH2:1]([O:3][C:4]([C:6]1[C:7]([N:25]2[CH2:30][CH2:29][O:28][CH2:27][CH2:26]2)=[C:8]2[CH:21]=[N:20][N:19]([CH:22]([CH3:24])[CH3:23])[C:9]2=[N:10][C:11]=1[C:12]1[CH:17]=[CH:16][CH:15]=[C:14]([O:18][CH2:32][CH:33]2[CH2:35][O:34]2)[CH:13]=1)=[O:5])[CH3:2]. (3) Given the reactants [CH3:1][C:2]1[C:6]2[CH:7]=[CH:8][C:9]([C:11]([F:14])([F:13])[F:12])=[CH:10][C:5]=2[S:4][C:3]=1[CH:15]([CH2:32][CH2:33][CH2:34][CH3:35])[CH2:16][CH2:17][O:18][C:19]1[CH:24]=[CH:23][C:22]([CH2:25][CH2:26][C:27]([O:29]CC)=[O:28])=[CH:21][CH:20]=1.[OH-].[Na+], predict the reaction product. The product is: [CH3:1][C:2]1[C:6]2[CH:7]=[CH:8][C:9]([C:11]([F:13])([F:12])[F:14])=[CH:10][C:5]=2[S:4][C:3]=1[CH:15]([CH2:32][CH2:33][CH2:34][CH3:35])[CH2:16][CH2:17][O:18][C:19]1[CH:20]=[CH:21][C:22]([CH2:25][CH2:26][C:27]([OH:29])=[O:28])=[CH:23][CH:24]=1. (4) Given the reactants [CH2:1]([N:3]([C@H:11]1[CH2:16][CH2:15][C@@H:14]([N:17]2[CH2:21][CH2:20][CH2:19][CH2:18]2)[CH2:13][CH2:12]1)C(=O)OC(C)(C)C)[CH3:2].[ClH:22], predict the reaction product. The product is: [Cl-:22].[Cl-:22].[CH2:1]([NH:3][C@H:11]1[CH2:12][CH2:13][C@@H:14]([N:17]2[CH2:21][CH2:20][CH2:19][CH2:18]2)[CH2:15][CH2:16]1)[CH3:2]. (5) Given the reactants [CH:1]([C:4]1[CH:5]=[C:6]([C:12]([OH:14])=O)[O:7][C:8]=1[CH:9]([CH3:11])[CH3:10])([CH3:3])[CH3:2].N1C(Cl)=NC(Cl)=NC=1Cl.C(N(CC)CC)C.[NH2:31][C:32]1[CH:41]=[CH:40][C:35]([C:36]([O:38][CH3:39])=[O:37])=[CH:34][CH:33]=1, predict the reaction product. The product is: [CH:1]([C:4]1[CH:5]=[C:6]([C:12]([NH:31][C:32]2[CH:33]=[CH:34][C:35]([C:36]([O:38][CH3:39])=[O:37])=[CH:40][CH:41]=2)=[O:14])[O:7][C:8]=1[CH:9]([CH3:10])[CH3:11])([CH3:2])[CH3:3]. (6) Given the reactants Cl[C:2]1[N:7]=[N:6][C:5]([N:8]2[CH2:13][CH2:12][N:11]([C:14]([N:16]3[CH2:21][CH2:20][CH2:19][CH2:18][CH2:17]3)=[O:15])[C@@H:10]([CH3:22])[CH2:9]2)=[C:4]2[CH:23]=[N:24][CH:25]=[CH:26][C:3]=12.[F:27][C:28]([F:39])([F:38])[C:29]1[CH:34]=[CH:33][C:32](B(O)O)=[CH:31][CH:30]=1.C(=O)([O-])[O-].[Na+].[Na+], predict the reaction product. The product is: [CH3:22][C@H:10]1[CH2:9][N:8]([C:5]2[N:6]=[N:7][C:2]([C:32]3[CH:33]=[CH:34][C:29]([C:28]([F:39])([F:38])[F:27])=[CH:30][CH:31]=3)=[C:3]3[CH:26]=[CH:25][N:24]=[CH:23][C:4]=23)[CH2:13][CH2:12][N:11]1[C:14]([N:16]1[CH2:21][CH2:20][CH2:19][CH2:18][CH2:17]1)=[O:15].